Dataset: Full USPTO retrosynthesis dataset with 1.9M reactions from patents (1976-2016). Task: Predict the reactants needed to synthesize the given product. (1) Given the product [C:31]([O:35][C:36]([N:38]1[CH2:43][CH2:42][N:41]([CH2:29][C:13]2[C:14]([C:23]3[CH:28]=[CH:27][CH:26]=[CH:25][CH:24]=3)=[N:15][C:16]3[C:21]([C:12]=2[C:10](=[O:11])[NH:9][C@H:7]([CH:1]2[CH2:6][CH2:5][CH2:4][CH2:3][CH2:2]2)[CH3:8])=[CH:20][C:19]([F:22])=[CH:18][CH:17]=3)[CH2:40][CH2:39]1)=[O:37])([CH3:34])([CH3:32])[CH3:33], predict the reactants needed to synthesize it. The reactants are: [CH:1]1([C@@H:7]([NH:9][C:10]([C:12]2[C:21]3[C:16](=[CH:17][CH:18]=[C:19]([F:22])[CH:20]=3)[N:15]=[C:14]([C:23]3[CH:28]=[CH:27][CH:26]=[CH:25][CH:24]=3)[C:13]=2[CH2:29]Br)=[O:11])[CH3:8])[CH2:6][CH2:5][CH2:4][CH2:3][CH2:2]1.[C:31]([O:35][C:36]([N:38]1[CH2:43][CH2:42][NH:41][CH2:40][CH2:39]1)=[O:37])([CH3:34])([CH3:33])[CH3:32].C(N(C(C)C)C(C)C)C. (2) The reactants are: [CH3:1][NH:2][CH2:3][CH2:4][C:5]#[C:6][C:7]1[CH:12]=[CH:11][CH:10]=[CH:9][N:8]=1.[F:13][C:14]1[CH:22]=[CH:21][CH:20]=[CH:19][C:15]=1[C:16](Cl)=[O:17]. Given the product [F:13][C:14]1[CH:22]=[CH:21][CH:20]=[CH:19][C:15]=1[C:16]([N:2]([CH3:1])[CH2:3][CH2:4][C:5]#[C:6][C:7]1[CH:12]=[CH:11][CH:10]=[CH:9][N:8]=1)=[O:17], predict the reactants needed to synthesize it.